The task is: Predict the reactants needed to synthesize the given product.. This data is from Full USPTO retrosynthesis dataset with 1.9M reactions from patents (1976-2016). (1) The reactants are: [C:1]([O:5][C:6]([NH:8][CH:9]([C:33]([CH3:36])([CH3:35])[CH3:34])[C:10]([N:12]1[CH:16]([C:17]([O:19]C)=[O:18])[CH2:15][CH:14]([O:21][C:22]([N:24]2[CH2:32][C:31]3[C:26](=[CH:27][CH:28]=[CH:29][CH:30]=3)[CH2:25]2)=[O:23])[CH2:13]1)=[O:11])=[O:7])([CH3:4])([CH3:3])[CH3:2].C1COCC1.O.[Li+].[OH-].Cl. Given the product [C:1]([O:5][C:6]([NH:8][CH:9]([C:33]([CH3:36])([CH3:35])[CH3:34])[C:10]([N:12]1[CH:16]([C:17]([OH:19])=[O:18])[CH2:15][CH:14]([O:21][C:22]([N:24]2[CH2:25][C:26]3[C:31](=[CH:30][CH:29]=[CH:28][CH:27]=3)[CH2:32]2)=[O:23])[CH2:13]1)=[O:11])=[O:7])([CH3:4])([CH3:3])[CH3:2], predict the reactants needed to synthesize it. (2) Given the product [CH3:1][O:2][C:3](=[O:45])[CH2:4][C@H:5]([OH:37])[CH2:6][C:7](=[O:36])[CH:8]=[CH:9][C:10]1[N:11]([CH2:34][CH3:35])[C:12]([C:25](=[O:33])[NH:26][C:27]2[CH:32]=[CH:31][CH:30]=[CH:29][CH:28]=2)=[C:13]([CH:22]([CH3:23])[CH3:24])[C:14]=1[C:15]1[CH:20]=[CH:19][C:18]([F:21])=[CH:17][CH:16]=1, predict the reactants needed to synthesize it. The reactants are: [CH3:1][O:2][C:3](=[O:45])[CH2:4][C@H:5]([O:37][Si](C(C)(C)C)(C)C)[CH2:6][C:7](=[O:36])[CH:8]=[CH:9][C:10]1[N:11]([CH2:34][CH3:35])[C:12]([C:25](=[O:33])[NH:26][C:27]2[CH:32]=[CH:31][CH:30]=[CH:29][CH:28]=2)=[C:13]([CH:22]([CH3:24])[CH3:23])[C:14]=1[C:15]1[CH:20]=[CH:19][C:18]([F:21])=[CH:17][CH:16]=1.F. (3) The reactants are: [Cl:1][C:2]1[CH:3]=[CH:4][CH:5]=[C:6]2[C:11]=1[N:10]=[CH:9][C:8]([S:12](Cl)(=[O:14])=[O:13])=[CH:7]2.[NH:16]1[CH2:21][CH2:20][CH2:19][CH2:18][CH2:17]1. Given the product [Cl:1][C:2]1[CH:3]=[CH:4][CH:5]=[C:6]2[C:11]=1[N:10]=[CH:9][C:8]([S:12]([N:16]1[CH2:21][CH2:20][CH2:19][CH2:18][CH2:17]1)(=[O:14])=[O:13])=[CH:7]2, predict the reactants needed to synthesize it. (4) Given the product [C:5]([O-:8])(=[O:7])[CH3:6].[Er+3:9].[C:10]([O-:13])(=[O:12])[CH3:11].[C:14]([O-:17])(=[O:16])[CH3:15].[CH3:18][N:19]1[C:20](=[O:24])[CH2:21][CH2:22][CH2:23]1, predict the reactants needed to synthesize it. The reactants are: O.O.O.O.[C:5]([O-:8])(=[O:7])[CH3:6].[Er+3:9].[C:10]([O-:13])(=[O:12])[CH3:11].[C:14]([O-:17])(=[O:16])[CH3:15].[CH3:18][N:19]1[CH2:23][CH2:22][CH2:21][C:20]1=[O:24].